This data is from Full USPTO retrosynthesis dataset with 1.9M reactions from patents (1976-2016). The task is: Predict the reactants needed to synthesize the given product. Given the product [CH2:1]([N:3]([CH2:4][C:5]1[CH:10]=[CH:9][C:8]([C:11]([F:12])([F:13])[F:14])=[CH:7][CH:6]=1)[C:30](=[O:31])[CH2:29][C:26]1[CH:25]=[CH:24][C:23]([S:22][CH2:21][C:20]2[CH:33]=[CH:34][CH:35]=[CH:36][C:19]=2[C:17]([O:16][CH3:15])=[O:18])=[CH:28][CH:27]=1)[CH3:2], predict the reactants needed to synthesize it. The reactants are: [CH2:1]([NH:3][CH2:4][C:5]1[CH:10]=[CH:9][C:8]([C:11]([F:14])([F:13])[F:12])=[CH:7][CH:6]=1)[CH3:2].[CH3:15][O:16][C:17]([C:19]1[CH:36]=[CH:35][CH:34]=[CH:33][C:20]=1[CH2:21][S:22][C:23]1[CH:28]=[CH:27][C:26]([CH2:29][C:30](O)=[O:31])=[CH:25][CH:24]=1)=[O:18].CN(C(ON1N=NC2C=CC=CC1=2)=[N+](C)C)C.[B-](F)(F)(F)F.CCN(C(C)C)C(C)C.